Dataset: Full USPTO retrosynthesis dataset with 1.9M reactions from patents (1976-2016). Task: Predict the reactants needed to synthesize the given product. (1) Given the product [CH:1]1([N:6]2[C:15]3[N:14]=[C:13]([C:16]4[CH:21]=[N:20][NH:18][C:17]=4[C:22]4[CH:23]=[CH:24][CH:25]=[CH:26][CH:27]=4)[N:12]=[CH:11][C:10]=3[N:9]3[CH:28]=[N:29][N:30]=[C:8]3[C@H:7]2[CH2:31][CH3:32])[CH2:5][CH2:4][CH2:3][CH2:2]1, predict the reactants needed to synthesize it. The reactants are: [CH:1]1([N:6]2[C:15]3[N:14]=[C:13]([C:16]4[C:17]([C:22]5[CH:27]=[CH:26][CH:25]=[CH:24][CH:23]=5)=[N:18]C=[N:20][CH:21]=4)[N:12]=[CH:11][C:10]=3[N:9]3[CH:28]=[N:29][N:30]=[C:8]3[C@H:7]2[CH2:31][CH3:32])[CH2:5][CH2:4][CH2:3][CH2:2]1.NN.Cl.C([O-])([O-])=O.[Na+].[Na+]. (2) Given the product [C:1]([C:5]1[N:10]=[CH:9][C:8]([C:11]2[N:12]([C:32]([N:34]3[CH2:35][CH2:36][CH:37]([C:40]([N:46]4[CH2:51][CH2:50][S:49](=[O:53])(=[O:52])[CH2:48][CH2:47]4)=[O:42])[CH2:38][CH2:39]3)=[O:33])[C@@:13]([C:25]3[CH:30]=[CH:29][C:28]([Cl:31])=[CH:27][CH:26]=3)([CH3:24])[C@@:14]([C:17]3[CH:22]=[CH:21][C:20]([Cl:23])=[CH:19][CH:18]=3)([CH3:16])[N:15]=2)=[C:7]([O:43][CH2:44][CH3:45])[CH:6]=1)([CH3:4])([CH3:2])[CH3:3], predict the reactants needed to synthesize it. The reactants are: [C:1]([C:5]1[N:10]=[CH:9][C:8]([C:11]2[N:12]([C:32]([N:34]3[CH2:39][CH2:38][CH:37]([C:40]([OH:42])=O)[CH2:36][CH2:35]3)=[O:33])[C@@:13]([C:25]3[CH:30]=[CH:29][C:28]([Cl:31])=[CH:27][CH:26]=3)([CH3:24])[C@@:14]([C:17]3[CH:22]=[CH:21][C:20]([Cl:23])=[CH:19][CH:18]=3)([CH3:16])[N:15]=2)=[C:7]([O:43][CH2:44][CH3:45])[CH:6]=1)([CH3:4])([CH3:3])[CH3:2].[NH:46]1[CH2:51][CH2:50][S:49](=[O:53])(=[O:52])[CH2:48][CH2:47]1. (3) Given the product [NH2:1][C:2]1[N:7]=[C:6]([O:27][CH2:28][CH2:29][N:30]2[C:31](=[O:40])[C:32]3[C:37](=[CH:36][CH:35]=[CH:34][CH:33]=3)[C:38]2=[O:39])[C:5]([C:11]2[CH:12]=[CH:13][C:14](=[O:20])[N:15]([CH:17]([CH3:19])[CH3:18])[N:16]=2)=[C:4]([C:21]2[CH:26]=[CH:25][CH:24]=[CH:23][CH:22]=2)[N:3]=1, predict the reactants needed to synthesize it. The reactants are: [NH2:1][C:2]1[N:7]=[C:6](S(C)=O)[C:5]([C:11]2[CH:12]=[CH:13][C:14](=[O:20])[N:15]([CH:17]([CH3:19])[CH3:18])[N:16]=2)=[C:4]([C:21]2[CH:26]=[CH:25][CH:24]=[CH:23][CH:22]=2)[N:3]=1.[OH:27][CH2:28][CH2:29][N:30]1[C:38](=[O:39])[C:37]2[C:32](=[CH:33][CH:34]=[CH:35][CH:36]=2)[C:31]1=[O:40]. (4) Given the product [C:1]([O-:4])(=[O:3])[CH2:2][CH2:31][CH2:32][CH2:33][CH2:34][CH2:35][CH2:36]/[CH:37]=[CH:38]\[CH2:39][CH2:40][CH2:41][CH2:42][CH2:43][CH2:44][CH2:45][CH3:46].[Sn+4:18].[In+3:5].[C:1]([O-:4])(=[O:3])[CH2:2][CH2:31][CH2:32][CH2:33][CH2:34][CH2:35][CH2:36]/[CH:37]=[CH:38]\[CH2:39][CH2:40][CH2:41][CH2:42][CH2:43][CH2:44][CH2:45][CH3:46].[C:1]([O-:4])(=[O:3])[CH2:2][CH2:31][CH2:32][CH2:33][CH2:34][CH2:35][CH2:36]/[CH:37]=[CH:38]\[CH2:39][CH2:40][CH2:41][CH2:42][CH2:43][CH2:44][CH2:45][CH3:46].[C:1]([O-:4])(=[O:3])[CH2:2][CH2:31][CH2:32][CH2:33][CH2:34][CH2:35][CH2:36]/[CH:37]=[CH:38]\[CH2:39][CH2:40][CH2:41][CH2:42][CH2:43][CH2:44][CH2:45][CH3:46].[C:1]([O-:4])(=[O:3])[CH2:2][CH2:31][CH2:32][CH2:33][CH2:34][CH2:35][CH2:36]/[CH:37]=[CH:38]\[CH2:39][CH2:40][CH2:41][CH2:42][CH2:43][CH2:44][CH2:45][CH3:46].[C:1]([O-:4])(=[O:3])[CH2:2][CH2:31][CH2:32][CH2:33][CH2:34][CH2:35][CH2:36]/[CH:37]=[CH:38]\[CH2:39][CH2:40][CH2:41][CH2:42][CH2:43][CH2:44][CH2:45][CH3:46].[C:1]([O-:4])(=[O:3])[CH2:2][CH2:31][CH2:32][CH2:33][CH2:34][CH2:35][CH2:36]/[CH:37]=[CH:38]\[CH2:39][CH2:40][CH2:41][CH2:42][CH2:43][CH2:44][CH2:45][CH3:46], predict the reactants needed to synthesize it. The reactants are: [C:1]([O-:4])(=[O:3])[CH3:2].[In+3:5].C([O-])(=O)C.C([O-])(=O)C.C([O-])(=O)C.[Sn+4:18].C([O-])(=O)C.C([O-])(=O)C.C([O-])(=O)C.[C:31](O)(=O)[CH2:32][CH2:33][CH2:34][CH2:35][CH2:36][CH2:37][CH2:38]/[CH:39]=[CH:40]\[CH2:41][CH2:42][CH2:43][CH2:44][CH2:45][CH2:46]CC. (5) Given the product [C:9]([C:11]1[CH:12]=[CH:13][C:14]([CH2:17][CH2:18][N:19]2[CH2:20][CH2:21][C:22]([CH2:26][N:27]([CH3:37])[C:28]3[CH:36]=[CH:35][C:31]([C:32]([NH:8][O:7][CH:2]4[CH2:3][CH2:4][CH2:5][CH2:6][O:1]4)=[O:33])=[CH:30][CH:29]=3)([OH:25])[CH2:23][CH2:24]2)=[CH:15][CH:16]=1)#[N:10], predict the reactants needed to synthesize it. The reactants are: [O:1]1[CH2:6][CH2:5][CH2:4][CH2:3][CH:2]1[O:7][NH2:8].[C:9]([C:11]1[CH:16]=[CH:15][C:14]([CH2:17][CH2:18][N:19]2[CH2:24][CH2:23][C:22]([CH2:26][N:27]([CH3:37])[C:28]3[CH:36]=[CH:35][C:31]([C:32](O)=[O:33])=[CH:30][CH:29]=3)([OH:25])[CH2:21][CH2:20]2)=[CH:13][CH:12]=1)#[N:10].Cl.C(N=C=NCCCN(C)C)C.O.ON1C2C=CC=CC=2N=N1.C(=O)([O-])O.[Na+].